Dataset: Forward reaction prediction with 1.9M reactions from USPTO patents (1976-2016). Task: Predict the product of the given reaction. (1) The product is: [CH2:1]([O:3][C:4]([C:6]1[C:7]([C:19]2[CH:20]=[N:21][C:22]([O:25][CH3:26])=[CH:23][CH:24]=2)=[C:8]2[N:13]([CH:14]=1)[CH:12]=[C:11]([CH2:15][N:16]1[CH:31]=[C:30]([C:29]([OH:34])([C:28]([F:36])([F:35])[F:27])[CH2:32][CH3:33])[N:18]=[N:17]1)[CH:10]=[CH:9]2)=[O:5])[CH3:2]. Given the reactants [CH2:1]([O:3][C:4]([C:6]1[C:7]([C:19]2[CH:20]=[N:21][C:22]([O:25][CH3:26])=[CH:23][CH:24]=2)=[C:8]2[N:13]([CH:14]=1)[CH:12]=[C:11]([CH2:15][N:16]=[N+:17]=[N-:18])[CH:10]=[CH:9]2)=[O:5])[CH3:2].[F:27][C:28]([F:36])([F:35])[C:29]([OH:34])([CH2:32][CH3:33])[C:30]#[CH:31], predict the reaction product. (2) Given the reactants [F:1][CH:2]([F:26])[O:3][C:4]1[C:5]([OH:25])=[C:6](/[CH:10]=[CH:11]/[C:12]2[N:13]=[C:14]3[N:18]([C:19]=2[C:20]([O:22][CH2:23][CH3:24])=[O:21])[CH:17]=[CH:16][S:15]3)[CH:7]=[CH:8][CH:9]=1.Br[CH2:28][CH:29]1[CH2:32][CH2:31][CH2:30]1.C(=O)([O-])[O-].[K+].[K+], predict the reaction product. The product is: [CH:29]1([CH2:28][O:25][C:5]2[C:4]([O:3][CH:2]([F:1])[F:26])=[CH:9][CH:8]=[CH:7][C:6]=2/[CH:10]=[CH:11]/[C:12]2[N:13]=[C:14]3[N:18]([C:19]=2[C:20]([O:22][CH2:23][CH3:24])=[O:21])[CH:17]=[CH:16][S:15]3)[CH2:32][CH2:31][CH2:30]1. (3) Given the reactants [OH:1][CH2:2][C@@H:3]1[O:7][C:6](=[O:8])[N:5]([C:9]2[CH:14]=[CH:13][C:12]([N:15]3[CH2:20][CH2:19][O:18][CH2:17][C:16]3=[O:21])=[CH:11][CH:10]=2)[CH2:4]1.[C:22]1([CH3:32])[CH:27]=[CH:26][C:25]([S:28](Cl)(=[O:30])=[O:29])=[CH:24][CH:23]=1, predict the reaction product. The product is: [CH3:32][C:22]1[CH:27]=[CH:26][C:25]([S:28]([O:1][CH2:2][C@@H:3]2[O:7][C:6](=[O:8])[N:5]([C:9]3[CH:14]=[CH:13][C:12]([N:15]4[CH2:20][CH2:19][O:18][CH2:17][C:16]4=[O:21])=[CH:11][CH:10]=3)[CH2:4]2)(=[O:30])=[O:29])=[CH:24][CH:23]=1.